Dataset: Forward reaction prediction with 1.9M reactions from USPTO patents (1976-2016). Task: Predict the product of the given reaction. (1) Given the reactants [Br:1]N1C(=O)CCC1=O.[C:9]([C:13]1[S:17][C:16]([C:18]([O:20][CH3:21])=[O:19])=[C:15]([CH3:22])[CH:14]=1)([CH3:12])([CH3:11])[CH3:10].CC(N=NC(C#N)(C)C)(C#N)C, predict the reaction product. The product is: [Br:1][CH2:22][C:15]1[CH:14]=[C:13]([C:9]([CH3:12])([CH3:11])[CH3:10])[S:17][C:16]=1[C:18]([O:20][CH3:21])=[O:19]. (2) The product is: [CH3:35][C:34]([NH:33][C:28]([C:23]1[CH:24]=[N:25][C:26]2[C:21]([CH:22]=1)=[CH:20][CH:19]=[C:18]([NH:17][C:15]([C:10]1[C:9]([C:6]3[CH:5]=[CH:4][C:3]([C:2]([F:31])([F:1])[F:32])=[CH:8][CH:7]=3)=[CH:14][CH:13]=[CH:12][CH:11]=1)=[O:16])[CH:27]=2)=[O:30])([C:37]1[CH:42]=[CH:41][CH:40]=[CH:39][N:38]=1)[CH3:36]. Given the reactants [F:1][C:2]([F:32])([F:31])[C:3]1[CH:8]=[CH:7][C:6]([C:9]2[C:10]([C:15]([NH:17][C:18]3[CH:27]=[C:26]4[C:21]([CH:22]=[C:23]([C:28]([OH:30])=O)[CH:24]=[N:25]4)=[CH:20][CH:19]=3)=[O:16])=[CH:11][CH:12]=[CH:13][CH:14]=2)=[CH:5][CH:4]=1.[NH2:33][C:34]([C:37]1[CH:42]=[CH:41][CH:40]=[CH:39][N:38]=1)([CH3:36])[CH3:35].Cl.CN(C)CCCN=C=NCC.ON1C2C=CC=CC=2N=N1.C(N(CC)CC)C, predict the reaction product.